From a dataset of Reaction yield outcomes from USPTO patents with 853,638 reactions. Predict the reaction yield, written as a fraction of the theoretical maximum amount of product (1.0 means a 100% yield; for example, 0.34 means a 34% yield). (1) The reactants are [Cl:1][C:2]1[CH:42]=[CH:41][C:5]([CH2:6][N:7]2[C:12](=[N:13][C:14]3[CH:19]=[CH:18][C:17]([O:20][CH:21]([CH3:23])[CH3:22])=[C:16]([F:24])[CH:15]=3)[NH:11][C:10](=[O:25])[N:9]([CH2:26][CH2:27][NH:28][C:29](=[N:37][C:38]#[N:39])OC3C=CC=CC=3)[C:8]2=[O:40])=[CH:4][CH:3]=1.CC(O)C.[CH3:47][NH2:48].C1COCC1. The catalyst is C(OCC)(=O)C. The product is [Cl:1][C:2]1[CH:3]=[CH:4][C:5]([CH2:6][N:7]2[C:12](=[N:13][C:14]3[CH:19]=[CH:18][C:17]([O:20][CH:21]([CH3:23])[CH3:22])=[C:16]([F:24])[CH:15]=3)[NH:11][C:10](=[O:25])[N:9]([CH2:26][CH2:27][NH:28][C:29](=[N:37][C:38]#[N:39])[NH:48][CH3:47])[C:8]2=[O:40])=[CH:41][CH:42]=1. The yield is 0.980. (2) The reactants are [Cl:1][C:2]1[CH:3]=[CH:4][C:5]([CH3:18])=[C:6]([C:8]2[NH:12][N:11]=[CH:10][C:9]=2[C:13]([O:15][CH2:16][CH3:17])=[O:14])[CH:7]=1.C(=O)([O-])[O-].[Cs+].[Cs+].Br[CH2:26][CH2:27][O:28][CH3:29]. The catalyst is CN(C)C=O. The product is [Cl:1][C:2]1[CH:3]=[CH:4][C:5]([CH3:18])=[C:6]([C:8]2[C:9]([C:13]([O:15][CH2:16][CH3:17])=[O:14])=[CH:10][N:11]([CH2:26][CH2:27][O:28][CH3:29])[N:12]=2)[CH:7]=1. The yield is 0.920. (3) The reactants are [CH:1]1([N:6]2[CH2:11][CH2:10][N:9]([C:12]([C:14]3[CH:15]=[C:16]4[C:20](=[CH:21][CH:22]=3)[NH:19][C:18]([C:23]([N:25]3[CH2:30][CH2:29][C:28]([F:32])([F:31])[CH2:27][CH2:26]3)=[O:24])=[CH:17]4)=[O:13])[CH2:8][CH2:7]2)[CH2:5][CH2:4][CH2:3][CH2:2]1.[CH3:33][C:34]1[CH:35]=[C:36](B(O)O)[CH:37]=[CH:38][CH:39]=1.N1C=CC=CC=1. The catalyst is ClCCl.C([O-])(=O)C.[Cu+2].C([O-])(=O)C. The product is [CH:1]1([N:6]2[CH2:7][CH2:8][N:9]([C:12]([C:14]3[CH:15]=[C:16]4[C:20](=[CH:21][CH:22]=3)[N:19]([C:38]3[CH:39]=[C:34]([CH3:33])[CH:35]=[CH:36][CH:37]=3)[C:18]([C:23]([N:25]3[CH2:26][CH2:27][C:28]([F:31])([F:32])[CH2:29][CH2:30]3)=[O:24])=[CH:17]4)=[O:13])[CH2:10][CH2:11]2)[CH2:5][CH2:4][CH2:3][CH2:2]1. The yield is 0.810. (4) The reactants are I[CH2:2][C@@H:3]([CH3:17])[CH2:4][N:5]1[C:10]2[CH:11]=[C:12]([CH3:15])[CH:13]=[CH:14][C:9]=2[O:8][CH2:7][C:6]1=[O:16].CCN(CC)CC.[CH2:25]([CH:29]1[CH2:35][CH:34]2[NH:36][CH:31]([CH2:32][CH2:33]2)[CH2:30]1)[CH2:26][CH2:27][CH3:28]. The catalyst is C(Cl)Cl.CC(O)C. The product is [CH2:25]([CH:29]1[CH2:30][CH:31]2[N:36]([CH2:2][C@@H:3]([CH3:17])[CH2:4][N:5]3[C:10]4[CH:11]=[C:12]([CH3:15])[CH:13]=[CH:14][C:9]=4[O:8][CH2:7][C:6]3=[O:16])[CH:34]([CH2:33][CH2:32]2)[CH2:35]1)[CH2:26][CH2:27][CH3:28]. The yield is 0.620. (5) The reactants are [N+:1]([O-:4])(O)=[O:2].[CH3:5][S:6][C:7]1[S:8][C:9]2[CH:15]=[CH:14][CH:13]=[CH:12][C:10]=2[N:11]=1. The catalyst is S(=O)(=O)(O)O. The product is [CH3:5][S:6][C:7]1[S:8][C:9]2[CH:15]=[C:14]([N+:1]([O-:4])=[O:2])[CH:13]=[CH:12][C:10]=2[N:11]=1. The yield is 0.910.